From a dataset of Peptide-MHC class I binding affinity with 185,985 pairs from IEDB/IMGT. Regression. Given a peptide amino acid sequence and an MHC pseudo amino acid sequence, predict their binding affinity value. This is MHC class I binding data. (1) The peptide sequence is ITLWQRPIV. The MHC is HLA-B51:01 with pseudo-sequence HLA-B51:01. The binding affinity (normalized) is 0.364. (2) The MHC is HLA-B08:02 with pseudo-sequence HLA-B08:02. The binding affinity (normalized) is 0.0847. The peptide sequence is RVYLQGHGY.